Dataset: Forward reaction prediction with 1.9M reactions from USPTO patents (1976-2016). Task: Predict the product of the given reaction. (1) Given the reactants C[N:2]([CH:4]=[C:5]1[C:10](=O)[CH2:9][CH2:8][CH2:7][C:6]1=[O:12])C.[S:13]([NH:23]N)([C:16]1[CH:22]=[CH:21][C:19]([CH3:20])=[CH:18][CH:17]=1)(=[O:15])=[O:14].CC(O)=O, predict the reaction product. The product is: [S:13]([N:23]1[C:10]2[CH2:9][CH2:8][CH2:7][C:6](=[O:12])[C:5]=2[CH:4]=[N:2]1)([C:16]1[CH:22]=[CH:21][C:19]([CH3:20])=[CH:18][CH:17]=1)(=[O:15])=[O:14]. (2) The product is: [NH2:1][C:2]1[C:3]([F:10])=[C:4]([CH:5]=[CH:6][C:7]=1[F:8])[O:9][CH2:18][C:19]([O:21][CH2:22][CH3:23])=[O:20]. Given the reactants [NH2:1][C:2]1[C:3]([F:10])=[C:4]([OH:9])[CH:5]=[CH:6][C:7]=1[F:8].C([O-])([O-])=O.[Na+].[Na+].Br[CH2:18][C:19]([O:21][CH2:22][CH3:23])=[O:20], predict the reaction product. (3) Given the reactants [C:1]([CH2:3][NH:4][C:5](=[O:33])[CH:6]([O:11][CH:12]([C:27]1[CH:32]=[CH:31][CH:30]=[CH:29][CH:28]=1)[C:13]1[CH:18]=[CH:17][C:16]([C:19]([N:21]2[CH2:26][CH2:25][NH:24][CH2:23][CH2:22]2)=[O:20])=[CH:15][CH:14]=1)[CH2:7][CH:8]([CH3:10])[CH3:9])#[N:2].C([O-])([O-])=O.[Na+].[Na+].Br[CH2:41][CH2:42][F:43], predict the reaction product. The product is: [C:1]([CH2:3][NH:4][C:5](=[O:33])[CH:6]([O:11][CH:12]([C:13]1[CH:18]=[CH:17][C:16]([C:19]([N:21]2[CH2:22][CH2:23][N:24]([CH2:41][CH2:42][F:43])[CH2:25][CH2:26]2)=[O:20])=[CH:15][CH:14]=1)[C:27]1[CH:32]=[CH:31][CH:30]=[CH:29][CH:28]=1)[CH2:7][CH:8]([CH3:10])[CH3:9])#[N:2]. (4) Given the reactants [CH3:1][S:2]([N:5]1[CH2:10][CH2:9][CH2:8][C@H:7]([NH:11][C:12]2[C:17]([C:18]3[N:19]=[C:20]4[CH:26]=[CH:25][N:24]([CH2:27][O:28][CH2:29][CH2:30][Si:31]([CH3:34])([CH3:33])[CH3:32])[C:21]4=[N:22][CH:23]=3)=[CH:16][N:15]=[C:14](SC)[N:13]=2)[CH2:6]1)(=[O:4])=[O:3].C(O)C.O, predict the reaction product. The product is: [CH3:1][S:2]([N:5]1[CH2:10][CH2:9][CH2:8][C@H:7]([NH:11][C:12]2[C:17]([C:18]3[N:19]=[C:20]4[CH:26]=[CH:25][N:24]([CH2:27][O:28][CH2:29][CH2:30][Si:31]([CH3:34])([CH3:33])[CH3:32])[C:21]4=[N:22][CH:23]=3)=[CH:16][N:15]=[CH:14][N:13]=2)[CH2:6]1)(=[O:4])=[O:3].